From a dataset of Catalyst prediction with 721,799 reactions and 888 catalyst types from USPTO. Predict which catalyst facilitates the given reaction. (1) Reactant: [CH3:1][O:2][C:3]1[CH:17]=[CH:16][CH:15]=[CH:14][C:4]=1[CH2:5][NH:6][C:7](=[O:13])[O:8][C:9]([CH3:12])([CH3:11])[CH3:10].[Br:18]N1C(=O)CCC1=O. Product: [Br:18][C:15]1[CH:16]=[CH:17][C:3]([O:2][CH3:1])=[C:4]([CH:14]=1)[CH2:5][NH:6][C:7](=[O:13])[O:8][C:9]([CH3:12])([CH3:10])[CH3:11]. The catalyst class is: 23. (2) Reactant: [CH2:1]([C@@H:6]1[CH2:11][CH2:10][CH2:9][N:8]([CH2:12][C@@H:13]2[CH2:18][CH2:17][CH2:16][CH2:15][C@H:14]2[NH:19]C(=O)OC(C)(C)C)[CH2:7]1)[CH2:2][CH2:3][CH2:4][CH3:5].[ClH:27]. Product: [ClH:27].[CH2:1]([C@@H:6]1[CH2:11][CH2:10][CH2:9][N:8]([CH2:12][C@@H:13]2[CH2:18][CH2:17][CH2:16][CH2:15][C@H:14]2[NH2:19])[CH2:7]1)[CH2:2][CH2:3][CH2:4][CH3:5]. The catalyst class is: 12.